Dataset: Reaction yield outcomes from USPTO patents with 853,638 reactions. Task: Predict the reaction yield, written as a fraction of the theoretical maximum amount of product (1.0 means a 100% yield; for example, 0.34 means a 34% yield). (1) The reactants are [N:1]([CH2:4][C:5]([N:7]([CH:16]1[CH2:21][CH2:20][CH2:19][CH2:18][CH2:17]1)[C:8](=O)[C:9]1[CH:14]=[CH:13][CH:12]=[CH:11][CH:10]=1)=[O:6])=[N+]=[N-].C1C=CC(P(C2C=CC=CC=2)C2C=CC=CC=2)=CC=1. The catalyst is C1(C)C=CC=CC=1. The product is [CH:16]1([N:7]2[C:5](=[O:6])[CH2:4][N:1]=[C:8]2[C:9]2[CH:14]=[CH:13][CH:12]=[CH:11][CH:10]=2)[CH2:21][CH2:20][CH2:19][CH2:18][CH2:17]1. The yield is 0.770. (2) The reactants are [CH:1]([N:4]1[C:8]2=[N:9][C:10]([C:19]3[CH:24]=[CH:23][CH:22]=[C:21]([O:25][CH2:26][C@H:27]4[CH2:29][O:28]4)[CH:20]=3)=[CH:11][C:12]([N:13]3[CH2:18][CH2:17][O:16][CH2:15][CH2:14]3)=[C:7]2[CH:6]=[N:5]1)([CH3:3])[CH3:2].[NH3:30]. The catalyst is CO. The product is [NH2:30][CH2:29][C@@H:27]([OH:28])[CH2:26][O:25][C:21]1[CH:22]=[CH:23][CH:24]=[C:19]([C:10]2[N:9]=[C:8]3[N:4]([CH:1]([CH3:2])[CH3:3])[N:5]=[CH:6][C:7]3=[C:12]([N:13]3[CH2:18][CH2:17][O:16][CH2:15][CH2:14]3)[CH:11]=2)[CH:20]=1. The yield is 0.330. (3) The reactants are [N+:1]([C:4]1[CH:12]=[CH:11][CH:10]=[C:6]([C:7]([OH:9])=[O:8])[C:5]=1[C:13]([OH:15])=[O:14])([O-])=O.[H][H]. The catalyst is [Pd].C(O)C. The product is [NH2:1][C:4]1[CH:12]=[CH:11][CH:10]=[C:6]([C:7]([OH:9])=[O:8])[C:5]=1[C:13]([OH:15])=[O:14]. The yield is 0.840. (4) The reactants are Br[C:2]1[CH:28]=[CH:27][C:5]([O:6][CH:7]2[CH2:11][CH2:10][N:9]([CH:12]3[CH2:17][CH2:16][N:15]([C:18]4[S:22][N:21]=[C:20]([CH:23]([CH3:25])[CH3:24])[N:19]=4)[CH2:14][CH2:13]3)[C:8]2=[O:26])=[C:4]([F:29])[CH:3]=1.CC1(C)C2C=CC=C(P(C3C=CC=CC=3)C3C=CC=CC=3)C=2OC2C1=CC=CC=2P(C1C=CC=CC=1)C1C=CC=CC=1.C(N(C(C)C)C(C)C)C.[SH:81][CH2:82][CH2:83][C:84]([O:86][CH3:87])=[O:85]. The catalyst is O1CCOCC1.C1C=CC(/C=C/C(/C=C/C2C=CC=CC=2)=O)=CC=1.C1C=CC(/C=C/C(/C=C/C2C=CC=CC=2)=O)=CC=1.C1C=CC(/C=C/C(/C=C/C2C=CC=CC=2)=O)=CC=1.[Pd].[Pd]. The product is [F:29][C:4]1[CH:3]=[C:2]([S:81][CH2:82][CH2:83][C:84]([O:86][CH3:87])=[O:85])[CH:28]=[CH:27][C:5]=1[O:6][CH:7]1[CH2:11][CH2:10][N:9]([CH:12]2[CH2:17][CH2:16][N:15]([C:18]3[S:22][N:21]=[C:20]([CH:23]([CH3:25])[CH3:24])[N:19]=3)[CH2:14][CH2:13]2)[C:8]1=[O:26]. The yield is 0.920. (5) The reactants are C(N1C=CN=C1)(N1C=CN=C1)=O.[Br:13][C:14]1[CH:15]=[N:16][CH:17]=[C:18]([CH:22]=1)[C:19]([OH:21])=O.[C:23]1([C:29]2[CH2:33][CH2:32][NH:31][N:30]=2)[CH:28]=[CH:27][CH:26]=[CH:25][CH:24]=1. The catalyst is CN(C=O)C. The product is [Br:13][C:14]1[CH:15]=[N:16][CH:17]=[C:18]([CH:22]=1)[C:19]([N:31]1[CH2:32][CH2:33][C:29]([C:23]2[CH:24]=[CH:25][CH:26]=[CH:27][CH:28]=2)=[N:30]1)=[O:21]. The yield is 0.410.